From a dataset of Full USPTO retrosynthesis dataset with 1.9M reactions from patents (1976-2016). Predict the reactants needed to synthesize the given product. (1) The reactants are: [Br:1][C:2]1[CH:3]=[C:4]([CH:7]=[CH:8][CH:9]=1)[CH2:5][OH:6].CC(C)([O-])C.[Na+].[Br:16][C:17]1[CH:22]=[C:21]([C:23]2[N:24]=[N:25][C:26](Cl)=[CH:27][CH:28]=2)[CH:20]=[C:19]([Br:30])[C:18]=1[OH:31]. Given the product [Br:30][C:19]1[CH:20]=[C:21]([C:23]2[N:24]=[N:25][C:26]([O:6][CH2:5][C:4]3[CH:7]=[CH:8][CH:9]=[C:2]([Br:1])[CH:3]=3)=[CH:27][CH:28]=2)[CH:22]=[C:17]([Br:16])[C:18]=1[OH:31], predict the reactants needed to synthesize it. (2) Given the product [CH:18]1([CH2:21][C:22]([NH:30][C:15]([C:7]2[CH:6]=[CH:5][C:4]([CH:1]3[CH2:2][CH2:3]3)=[C:9]([O:10][CH2:11][CH:12]3[CH2:13][CH2:14]3)[N:8]=2)=[O:17])([CH3:29])[C:23]2[N:27]=[C:26]([CH3:28])[O:25][N:24]=2)[CH2:20][CH2:19]1, predict the reactants needed to synthesize it. The reactants are: [CH:1]1([C:4]2[CH:5]=[CH:6][C:7]([C:15]([OH:17])=O)=[N:8][C:9]=2[O:10][CH2:11][CH:12]2[CH2:14][CH2:13]2)[CH2:3][CH2:2]1.[CH:18]1([CH2:21][C:22]([NH2:30])([CH3:29])[C:23]2[N:27]=[C:26]([CH3:28])[O:25][N:24]=2)[CH2:20][CH2:19]1.CO. (3) Given the product [OH:1][C:2]1[C:11]([CH:12]([OH:15])[CH2:13][CH3:14])=[C:10]2[C:5]([C:6]([CH2:17][CH2:18][CH3:19])=[CH:7][C:8](=[O:16])[O:9]2)=[C:4]2[O:20][C:21]([CH3:25])([CH3:24])[CH:22]=[CH:23][C:3]=12, predict the reactants needed to synthesize it. The reactants are: [OH:1][C:2]1[C:11]([C:12](=[O:15])[CH2:13][CH3:14])=[C:10]2[C:5]([C:6]([CH2:17][CH2:18][CH3:19])=[CH:7][C:8](=[O:16])[O:9]2)=[C:4]2[O:20][C:21]([CH3:25])([CH3:24])[CH:22]=[CH:23][C:3]=12.[BH4-].[Na+].